Dataset: Forward reaction prediction with 1.9M reactions from USPTO patents (1976-2016). Task: Predict the product of the given reaction. (1) Given the reactants Cl.[NH2:2][C:3]1[C:12]2[N:13]=[C:14]([CH2:37][CH2:38][O:39][CH3:40])[N:15]([CH2:16][CH2:17][CH2:18][N:19]([CH2:24][C:25]3[CH:26]=[C:27]([CH:34]=[CH:35][CH:36]=3)[O:28][CH2:29][C:30]([O:32][CH3:33])=[O:31])[C:20](=[O:23])[CH2:21]Cl)[C:11]=2[C:10]2[CH:9]=[CH:8][CH:7]=[CH:6][C:5]=2[N:4]=1.[NH:41]([CH2:44][CH3:45])[CH2:42][CH3:43], predict the reaction product. The product is: [NH2:2][C:3]1[C:12]2[N:13]=[C:14]([CH2:37][CH2:38][O:39][CH3:40])[N:15]([CH2:16][CH2:17][CH2:18][N:19]([CH2:24][C:25]3[CH:26]=[C:27]([CH:34]=[CH:35][CH:36]=3)[O:28][CH2:29][C:30]([O:32][CH3:33])=[O:31])[C:20](=[O:23])[CH2:21][N:41]([CH2:44][CH3:45])[CH2:42][CH3:43])[C:11]=2[C:10]2[CH:9]=[CH:8][CH:7]=[CH:6][C:5]=2[N:4]=1. (2) Given the reactants C(Cl)(=O)C(Cl)=O.CS(C)=O.[N:11]1[C:20]2[C:15](=[CH:16][C:17]([CH2:21][N:22]3[C:26]4=[N:27][C:28]([N:31]5[CH2:35][CH2:34][CH:33]([OH:36])[CH2:32]5)=[CH:29][N:30]=[C:25]4[N:24]=[N:23]3)=[CH:18][CH:19]=2)[CH:14]=[CH:13][CH:12]=1.C(N(CC)CC)C, predict the reaction product. The product is: [N:11]1[C:20]2[C:15](=[CH:16][C:17]([CH2:21][N:22]3[C:26]4=[N:27][C:28]([N:31]5[CH2:35][CH2:34][C:33](=[O:36])[CH2:32]5)=[CH:29][N:30]=[C:25]4[N:24]=[N:23]3)=[CH:18][CH:19]=2)[CH:14]=[CH:13][CH:12]=1. (3) Given the reactants [CH3:1][C@@H:2]([NH2:12])[C:3]1[CH:8]=[CH:7][C:6]([N+:9]([O-:11])=[O:10])=[CH:5][CH:4]=1.C([O:17][C:18]([C:20]1[CH:25]=[CH:24][CH:23]=[CH:22][C:21]=1[C:26]1[CH:31]=[CH:30][C:29]([CH2:32][N:33]2[C:41]3[C:36](=[CH:37][C:38]([C:42](O)=[O:43])=[CH:39][CH:40]=3)[C:35]([CH3:45])=[C:34]2[CH3:46])=[CH:28][CH:27]=1)=[O:19])(C)(C)C, predict the reaction product. The product is: [CH3:46][C:34]1[N:33]([CH2:32][C:29]2[CH:30]=[CH:31][C:26]([C:21]3[C:20]([C:18]([OH:19])=[O:17])=[CH:25][CH:24]=[CH:23][CH:22]=3)=[CH:27][CH:28]=2)[C:41]2[C:36]([C:35]=1[CH3:45])=[CH:37][C:38]([C:42](=[O:43])[NH:12][C@@H:2]([C:3]1[CH:4]=[CH:5][C:6]([N+:9]([O-:11])=[O:10])=[CH:7][CH:8]=1)[CH3:1])=[CH:39][CH:40]=2. (4) Given the reactants [F:1][C:2]([F:13])([F:12])[C:3]1[CH:4]=[C:5](B(O)O)[CH:6]=[CH:7][CH:8]=1.[CH2:14]([O:16][C:17]([C:19]1[N:24]=[CH:23][C:22]2[CH:25]=[C:26](Br)[S:27][C:21]=2[C:20]=1[OH:29])=[O:18])[CH3:15], predict the reaction product. The product is: [CH2:14]([O:16][C:17]([C:19]1[N:24]=[CH:23][C:22]2[CH:25]=[C:26]([C:5]3[CH:6]=[CH:7][CH:8]=[C:3]([C:2]([F:13])([F:12])[F:1])[CH:4]=3)[S:27][C:21]=2[C:20]=1[OH:29])=[O:18])[CH3:15]. (5) Given the reactants C(N(CC)C(C)C)(C)C.[F:10][C:11]1[CH:16]=[CH:15][CH:14]=[CH:13][C:12]=1[C:17]1[CH2:22][CH2:21][CH2:20][CH2:19][C:18]=1[CH2:23]O.CS([Cl:29])(=O)=O.O, predict the reaction product. The product is: [Cl:29][CH2:23][C:18]1[CH2:19][CH2:20][CH2:21][CH2:22][C:17]=1[C:12]1[CH:13]=[CH:14][CH:15]=[CH:16][C:11]=1[F:10]. (6) Given the reactants C(OCC)(=O)C.[CH:7]1([O:13][C:14]([O:16][CH:17]([O:19][C:20]([C:22]2[C:27]3[N:28]([CH2:34][C:35]4[CH:40]=[CH:39][C:38]([C:41]5[CH:46]=[CH:45][CH:44]=[CH:43][C:42]=5[C:47]5[N:51](C(C6C=CC=CC=6)(C6C=CC=CC=6)C6C=CC=CC=6)[N:50]=[N:49][N:48]=5)=[CH:37][CH:36]=4)[C:29]([O:31][CH2:32][CH3:33])=[N:30][C:26]=3[CH:25]=[CH:24][CH:23]=2)=[O:21])[CH3:18])=[O:15])[CH2:12][CH2:11][CH2:10][CH2:9][CH2:8]1.[H][H], predict the reaction product. The product is: [CH3:33][CH2:32][O:31][C:29]1[N:28]([CH2:34][C:35]2[CH:40]=[CH:39][C:38]([C:41]3[CH:46]=[CH:45][CH:44]=[CH:43][C:42]=3[C:47]3[N:48]=[N:49][NH:50][N:51]=3)=[CH:37][CH:36]=2)[C:27]2[C:22]([C:20]([O:19][CH:17]([O:16][C:14]([O:13][CH:7]3[CH2:8][CH2:9][CH2:10][CH2:11][CH2:12]3)=[O:15])[CH3:18])=[O:21])=[CH:23][CH:24]=[CH:25][C:26]=2[N:30]=1. (7) Given the reactants [C:1]([C:3]1([NH:9][C:10](=[O:16])[O:11][C:12]([CH3:15])([CH3:14])[CH3:13])[CH2:8][CH2:7][O:6][CH2:5][CH2:4]1)#[N:2], predict the reaction product. The product is: [NH2:2][CH2:1][C:3]1([NH:9][C:10](=[O:16])[O:11][C:12]([CH3:14])([CH3:13])[CH3:15])[CH2:4][CH2:5][O:6][CH2:7][CH2:8]1.